This data is from Forward reaction prediction with 1.9M reactions from USPTO patents (1976-2016). The task is: Predict the product of the given reaction. (1) Given the reactants [CH2:1]=[CH:2][CH:3]=[CH2:4].[CH2:5]=[CH:6][C:7]1[CH:12]=[CH:11][CH:10]=[CH:9][CH:8]=1.[Li]CCCC.C1(C(C2C=CC=CC=2)=C)C=CC=CC=1.N#N.Cl[Sn](Cl)(Cl)Cl, predict the reaction product. The product is: [CH2:1]=[CH:2][CH:3]=[CH2:4].[CH2:5]=[CH:6][C:7]1[CH:12]=[CH:11][CH:10]=[CH:9][CH:8]=1. (2) Given the reactants [F:1][C:2]1[CH:3]=[C:4]([CH:30]=[C:31]([F:33])[CH:32]=1)[CH2:5][NH:6][C:7]1[CH:12]=[C:11]([NH:13][C:14]2[CH:19]=[CH:18][C:17]([N:20]3[CH2:25][CH2:24][NH:23][CH2:22][CH2:21]3)=[CH:16][CH:15]=2)[N:10]=[CH:9][C:8]=1[CH2:26][C:27]([NH2:29])=[O:28].Br[CH2:35][CH2:36][C:37]#[N:38].C(=O)([O-])[O-].[K+].[K+], predict the reaction product. The product is: [C:37]([CH2:36][CH2:35][N:23]1[CH2:24][CH2:25][N:20]([C:17]2[CH:16]=[CH:15][C:14]([NH:13][C:11]3[N:10]=[CH:9][C:8]([CH2:26][C:27]([NH2:29])=[O:28])=[C:7]([NH:6][CH2:5][C:4]4[CH:3]=[C:2]([F:1])[CH:32]=[C:31]([F:33])[CH:30]=4)[CH:12]=3)=[CH:19][CH:18]=2)[CH2:21][CH2:22]1)#[N:38]. (3) Given the reactants [OH:1][C:2]1[CH:10]=[CH:9][C:5]([C:6]([OH:8])=[O:7])=[CH:4][C:3]=1[N+:11]([O-:13])=[O:12].[CH3:14]CCCCC.[Si](C=[N+]=[N-])(C)(C)C, predict the reaction product. The product is: [OH:1][C:2]1[CH:10]=[CH:9][C:5]([C:6]([O:8][CH3:14])=[O:7])=[CH:4][C:3]=1[N+:11]([O-:13])=[O:12]. (4) Given the reactants [Br:1][C:2]1[C:3]([CH3:15])=[C:4]([NH:8]NC(=O)C(C)C)[CH:5]=[CH:6][CH:7]=1.[OH2:16].Cl.[OH-].[Na+], predict the reaction product. The product is: [Br:1][C:2]1[C:3]([CH3:15])=[C:4]2[C:5]([C:3]([CH3:15])([CH3:4])[C:2](=[O:16])[NH:8]2)=[CH:6][CH:7]=1. (5) Given the reactants [N+:1]([C:4]1[CH:9]=[CH:8][CH:7]=[CH:6][C:5]=1[NH:10][NH2:11])([O-:3])=[O:2].[CH2:12]([O:14][C:15](=[O:23])[CH:16]([C:20](=O)[CH3:21])[C:17](=O)[CH3:18])[CH3:13].N1C=CC=CC=1, predict the reaction product. The product is: [CH2:12]([O:14][C:15]([C:16]1[C:17]([CH3:18])=[N:11][N:10]([C:5]2[CH:6]=[CH:7][CH:8]=[CH:9][C:4]=2[N+:1]([O-:3])=[O:2])[C:20]=1[CH3:21])=[O:23])[CH3:13].